From a dataset of HIV replication inhibition screening data with 41,000+ compounds from the AIDS Antiviral Screen. Binary Classification. Given a drug SMILES string, predict its activity (active/inactive) in a high-throughput screening assay against a specified biological target. (1) The drug is N=C(N)n1nc2c(c1O)CCCC2. The result is 0 (inactive). (2) The compound is COc1ccc(C(c2cc3c(cc2O)OCO3)N2CCOCC2)c(OC)c1. The result is 0 (inactive). (3) The drug is O=C(Sc1c(-c2ccccc2)c(=O)n(-c2ccccc2)c(=S)n1-c1ccccc1)c1ccccc1. The result is 0 (inactive). (4) The compound is COc1cc(NN=CC#N)cc(OC)c1OC. The result is 0 (inactive). (5) The compound is CCOC(=O)C(C#N)=Cc1[nH]c(C(=O)OCc2ccccc2)c(C)c1C. The result is 0 (inactive). (6) The drug is CCCC[Sn](CCCC)(OC(=O)C(OC)c1ccccc1)OC(=O)C(OC)c1ccccc1. The result is 0 (inactive). (7) The compound is CCOC(=O)C(C#N)=Cc1ccc(OC)cc1. The result is 0 (inactive). (8) The compound is COC(=O)C1=C(O)c2ccc(Cl)cc2S(=O)(=O)N1C. The result is 0 (inactive). (9) The drug is CN(C)Cc1cc(C(=O)C=Cc2ccc(C=CC(=O)c3cc(CN(C)C)c(O)c(CN(C)C)c3)cc2)cc(CN(C)C)c1O.Cl. The result is 0 (inactive).